This data is from Reaction yield outcomes from USPTO patents with 853,638 reactions. The task is: Predict the reaction yield, written as a fraction of the theoretical maximum amount of product (1.0 means a 100% yield; for example, 0.34 means a 34% yield). (1) The reactants are [Cl:1][C:2]1[CH:3]=[C:4]([CH:8]=[CH:9][C:10]=1[C:11]([N:13]1[CH2:17][CH:16]=[CH:15][CH2:14]1)=[O:12])[C:5]([OH:7])=O.CN(C(ON1N=NC2C=CC=CC1=2)=[N+](C)C)C.[B-](F)(F)(F)F.C(N(C(C)C)CC)(C)C.[Cl:49][C:50]1[CH:63]=[CH:62][C:53]2[NH:54][C:55]([C@@H:57]([NH2:61])[CH2:58][O:59][CH3:60])=[N:56][C:52]=2[CH:51]=1.ClCl. The catalyst is CN(C)C=O.ClCCl.CO. The product is [Cl:1][C:2]1[CH:3]=[C:4]([CH:8]=[CH:9][C:10]=1[C:11]([N:13]1[CH2:17][CH:16]=[CH:15][CH2:14]1)=[O:12])[C:5]([NH:61][C@H:57]([C:55]1[NH:54][C:53]2[CH:62]=[CH:63][C:50]([Cl:49])=[CH:51][C:52]=2[N:56]=1)[CH2:58][O:59][CH3:60])=[O:7]. The yield is 0.870. (2) The reactants are C(OC([N:8]1[CH2:12][C:11]([F:14])([F:13])[CH2:10][CH:9]1[CH2:15][O:16][C:17]1[CH:26]=[CH:25][C:20]([C:21]([O:23][CH3:24])=[O:22])=[CH:19][CH:18]=1)=O)(C)(C)C.C(O)(C(F)(F)F)=O.C([O-])(O)=O.[Na+]. The catalyst is C(Cl)Cl. The product is [F:14][C:11]1([F:13])[CH2:12][NH:8][CH:9]([CH2:15][O:16][C:17]2[CH:26]=[CH:25][C:20]([C:21]([O:23][CH3:24])=[O:22])=[CH:19][CH:18]=2)[CH2:10]1. The yield is 0.910.